From a dataset of Peptide-MHC class I binding affinity with 185,985 pairs from IEDB/IMGT. Regression. Given a peptide amino acid sequence and an MHC pseudo amino acid sequence, predict their binding affinity value. This is MHC class I binding data. (1) The peptide sequence is NELGYSGYF. The MHC is HLA-B15:09 with pseudo-sequence HLA-B15:09. The binding affinity (normalized) is 0.0847. (2) The peptide sequence is TSADQQSLY. The MHC is HLA-A01:01 with pseudo-sequence HLA-A01:01. The binding affinity (normalized) is 0.719.